This data is from Blood-brain barrier permeability classification from the B3DB database. The task is: Regression/Classification. Given a drug SMILES string, predict its absorption, distribution, metabolism, or excretion properties. Task type varies by dataset: regression for continuous measurements (e.g., permeability, clearance, half-life) or binary classification for categorical outcomes (e.g., BBB penetration, CYP inhibition). Dataset: b3db_classification. The compound is C=CC[C@@H](N)Cc1ccccc1. The result is 1 (penetrates BBB).